From a dataset of Reaction yield outcomes from USPTO patents with 853,638 reactions. Predict the reaction yield, written as a fraction of the theoretical maximum amount of product (1.0 means a 100% yield; for example, 0.34 means a 34% yield). The reactants are [CH:1]([O:4][CH2:5][CH2:6][NH:7][S:8]([NH:11][C:12](=[O:39])[O:13][CH2:14][CH2:15][CH2:16][C:17]1[CH:22]=[CH:21][C:20]([O:23]COC)=[CH:19][C:18]=1[O:27][C:28]1[C:33]([Cl:34])=[CH:32][C:31]([C:35]([F:38])([F:37])[F:36])=[CH:30][N:29]=1)(=[O:10])=[O:9])([CH3:3])[CH3:2].C(=O)([O-])O.[Na+]. The catalyst is Cl.CO. The product is [CH:1]([O:4][CH2:5][CH2:6][NH:7][S:8]([NH:11][C:12](=[O:39])[O:13][CH2:14][CH2:15][CH2:16][C:17]1[CH:22]=[CH:21][C:20]([OH:23])=[CH:19][C:18]=1[O:27][C:28]1[C:33]([Cl:34])=[CH:32][C:31]([C:35]([F:36])([F:38])[F:37])=[CH:30][N:29]=1)(=[O:10])=[O:9])([CH3:3])[CH3:2]. The yield is 0.810.